From a dataset of Catalyst prediction with 721,799 reactions and 888 catalyst types from USPTO. Predict which catalyst facilitates the given reaction. (1) Reactant: [CH3:1][O:2][C:3](=[O:14])[C:4]1[CH:9]=[C:8]([CH3:10])[CH:7]=[CH:6][C:5]=1[N+:11]([O-:13])=[O:12].[Br:15]C1CC(=O)NC1=O. Product: [CH3:1][O:2][C:3]([C:4]1[CH:9]=[C:8]([CH:7]=[CH:6][C:5]=1[N+:11]([O-:13])=[O:12])[CH2:10][Br:15])=[O:14]. The catalyst class is: 53. (2) Reactant: [CH2:1]([O:3][C:4]1[CH:5]=[C:6]2[C:11](=[C:12]3[CH2:16][C:15]([CH3:18])([CH3:17])[O:14][C:13]=13)[C:10]([C:19]1[CH:20]=[C:21]([NH2:25])[CH:22]=[CH:23][CH:24]=1)=[N:9][C:8]([CH3:27])([CH3:26])[CH2:7]2)[CH3:2].[CH3:28][S:29](Cl)(=[O:31])=[O:30].C(=O)([O-])O.[Na+]. Product: [CH2:1]([O:3][C:4]1[CH:5]=[C:6]2[C:11](=[C:12]3[CH2:16][C:15]([CH3:18])([CH3:17])[O:14][C:13]=13)[C:10]([C:19]1[CH:20]=[C:21]([NH:25][S:29]([CH3:28])(=[O:31])=[O:30])[CH:22]=[CH:23][CH:24]=1)=[N:9][C:8]([CH3:26])([CH3:27])[CH2:7]2)[CH3:2]. The catalyst class is: 17. (3) Reactant: [Cl:1][C:2]1[CH:7]=[CH:6][C:5]([Cl:8])=[CH:4][C:3]=1[OH:9].[Cl:10][S:11](O)(=[O:13])=[O:12]. Product: [Cl:8][C:5]1[CH:4]=[C:3]([OH:9])[C:2]([Cl:1])=[CH:7][C:6]=1[S:11]([Cl:10])(=[O:13])=[O:12]. The catalyst class is: 13. (4) Reactant: [CH3:1][O:2][C:3]1[CH:4]=[CH:5][C:6]([CH2:11][N:12]([CH2:21][C:22]2[C:27]([CH3:28])=[CH:26][CH:25]=[CH:24][N:23]=2)[CH:13]([C:15]2[CH:20]=[CH:19][CH:18]=[CH:17][N:16]=2)[CH3:14])=[C:7]([CH:10]=1)[C:8]#[N:9].N. Product: [NH2:9][CH2:8][C:7]1[CH:10]=[C:3]([O:2][CH3:1])[CH:4]=[CH:5][C:6]=1[CH2:11][N:12]([CH2:21][C:22]1[C:27]([CH3:28])=[CH:26][CH:25]=[CH:24][N:23]=1)[CH:13]([C:15]1[CH:20]=[CH:19][CH:18]=[CH:17][N:16]=1)[CH3:14]. The catalyst class is: 94. (5) Reactant: [C:1]([O:5][C:6]([N:8]1[CH2:12][CH2:11][CH2:10][CH:9]1[C:13](=O)[NH:14][C:15]([C:20]1[CH:25]=[CH:24][C:23]([Br:26])=[CH:22][CH:21]=1)([C:17](=[O:19])[NH2:18])[CH3:16])=[O:7])([CH3:4])([CH3:3])[CH3:2].[OH-].[Na+]. Product: [C:1]([O:5][C:6]([N:8]1[CH2:12][CH2:11][CH2:10][CH:9]1[C:13]1[NH:14][C:15]([C:20]2[CH:25]=[CH:24][C:23]([Br:26])=[CH:22][CH:21]=2)([CH3:16])[C:17](=[O:19])[N:18]=1)=[O:7])([CH3:4])([CH3:3])[CH3:2]. The catalyst class is: 8.